From a dataset of Forward reaction prediction with 1.9M reactions from USPTO patents (1976-2016). Predict the product of the given reaction. (1) Given the reactants C[O:2][C:3]([C@H:5]1[C@@H:12]2[C@@H:8]([O:9][C:10]([CH3:14])([CH3:13])[O:11]2)[CH2:7][S:6]1)=O.[CH3:15][NH2:16], predict the reaction product. The product is: [CH3:15][NH:16][C:3]([C@@H:5]1[C@@H:12]2[C@@H:8]([O:9][C:10]([CH3:14])([CH3:13])[O:11]2)[CH2:7][S:6]1)=[O:2]. (2) Given the reactants [C:1]([N:4]([C:8]1[C:9]2[CH:30]=[C:29]3[C:24]([CH2:25][CH2:26][CH2:27][CH2:28]3)=[CH:23][C:10]=2[O:11][C:12]=1[C:13](=[O:22])[C:14]1[CH:19]=[CH:18][C:17]([Cl:20])=[CH:16][C:15]=1[Cl:21])C(=O)C)(=[O:3])[CH3:2].[OH-].[Na+].C(OCC)(=O)C.CCCCCC, predict the reaction product. The product is: [Cl:21][C:15]1[CH:16]=[C:17]([Cl:20])[CH:18]=[CH:19][C:14]=1[C:13]([C:12]1[O:11][C:10]2[CH:23]=[C:24]3[C:29](=[CH:30][C:9]=2[C:8]=1[NH:4][C:1](=[O:3])[CH3:2])[CH2:28][CH2:27][CH2:26][CH2:25]3)=[O:22].